From a dataset of Forward reaction prediction with 1.9M reactions from USPTO patents (1976-2016). Predict the product of the given reaction. Given the reactants C1C=C(Cl)C=C(C(OO)=O)C=1.[CH3:12][C:13]1[N:14]([CH2:26][CH2:27][C:28]([NH2:30])=[O:29])[C:15]2[C:24]3[CH:23]=[CH:22][CH:21]=[CH:20][C:19]=3[N:18]=[CH:17][C:16]=2[N:25]=1.[OH-].[NH4+:32].C1(C)C=CC(S(Cl)(=O)=O)=CC=1, predict the reaction product. The product is: [NH2:32][C:17]1[C:16]2[N:25]=[C:13]([CH3:12])[N:14]([CH2:26][CH2:27][C:28]([NH2:30])=[O:29])[C:15]=2[C:24]2[CH:23]=[CH:22][CH:21]=[CH:20][C:19]=2[N:18]=1.